Dataset: Full USPTO retrosynthesis dataset with 1.9M reactions from patents (1976-2016). Task: Predict the reactants needed to synthesize the given product. (1) Given the product [CH3:1][O:2][C:3]1[CH:4]=[CH:5][C:6]([CH2:7][CH:8]2[C:17]3[C:12](=[CH:13][C:14]([O:20][CH3:21])=[C:15]([O:18][CH3:19])[CH:16]=3)[CH2:11][CH2:10][N:9]2[CH2:25][C:26]([NH:29][CH:30]2[C:38]3[C:33](=[CH:34][CH:35]=[CH:36][CH:37]=3)[CH2:32][CH2:31]2)=[O:27])=[CH:22][CH:23]=1, predict the reactants needed to synthesize it. The reactants are: [CH3:1][O:2][C:3]1[CH:23]=[CH:22][C:6]([CH2:7][CH:8]2[C:17]3[C:12](=[CH:13][C:14]([O:20][CH3:21])=[C:15]([O:18][CH3:19])[CH:16]=3)[CH2:11][CH2:10][NH:9]2)=[CH:5][CH:4]=1.Br[CH2:25][C:26](Br)=[O:27].[NH2:29][CH:30]1[C:38]2[C:33](=[CH:34][CH:35]=[CH:36][CH:37]=2)[CH2:32][CH2:31]1. (2) The reactants are: [C:1]([C:4]1[S:8][C:7]([N:9]2[CH2:14][CH2:13][N:12](C(OC(C)(C)C)=O)[CH2:11][CH2:10]2)=[N:6][C:5]=1[C:22]1[CH:27]=[CH:26][C:25]([O:28][C:29]2[CH:34]=[CH:33][CH:32]=[CH:31][CH:30]=2)=[CH:24][CH:23]=1)(=[O:3])[NH2:2]. Given the product [O:28]([C:25]1[CH:26]=[CH:27][C:22]([C:5]2[N:6]=[C:7]([N:9]3[CH2:14][CH2:13][NH:12][CH2:11][CH2:10]3)[S:8][C:4]=2[C:1]([NH2:2])=[O:3])=[CH:23][CH:24]=1)[C:29]1[CH:34]=[CH:33][CH:32]=[CH:31][CH:30]=1, predict the reactants needed to synthesize it.